Dataset: Forward reaction prediction with 1.9M reactions from USPTO patents (1976-2016). Task: Predict the product of the given reaction. Given the reactants [CH2:1]([O:8][C:9]1[CH:14]=[CH:13][C:12](Br)=[CH:11][C:10]=1[N+:16]([O-:18])=[O:17])[C:2]1[CH:7]=[CH:6][CH:5]=[CH:4][CH:3]=1.[CH2:19]([Sn](CCCC)(CCCC)C=C)[CH2:20]CC, predict the reaction product. The product is: [N+:16]([C:10]1[CH:11]=[C:12]([CH:19]=[CH2:20])[CH:13]=[CH:14][C:9]=1[O:8][CH2:1][C:2]1[CH:7]=[CH:6][CH:5]=[CH:4][CH:3]=1)([O-:18])=[O:17].